Task: Predict the reaction yield, written as a fraction of the theoretical maximum amount of product (1.0 means a 100% yield; for example, 0.34 means a 34% yield).. Dataset: Reaction yield outcomes from USPTO patents with 853,638 reactions The reactants are [CH:1](=O)[C:2]1[CH:7]=[CH:6][CH:5]=[CH:4][CH:3]=1.[C:9]([O:16][CH2:17][CH3:18])(=[O:15])[CH2:10][CH2:11][C:12]([CH3:14])=[O:13].C(O)(=O)C.N1CCCCC1. The catalyst is C1C=CC=CC=1.CCOCC. The product is [CH2:17]([O:16][C:9](=[O:15])[CH2:10][CH2:11][C:12](=[O:13])[CH:14]=[CH:1][C:2]1[CH:7]=[CH:6][CH:5]=[CH:4][CH:3]=1)[CH3:18]. The yield is 0.950.